Dataset: Full USPTO retrosynthesis dataset with 1.9M reactions from patents (1976-2016). Task: Predict the reactants needed to synthesize the given product. (1) Given the product [F:33][C:2]([F:1])([F:32])[C:3]1[CH:4]=[CH:5][C:6]([C:9]2[N:14]=[C:13]([CH:15]([O:20][C:21]3[CH:22]=[CH:23][C:24]([CH2:27][C:28]([OH:30])=[O:29])=[CH:25][CH:26]=3)[CH2:16][CH2:17][CH2:18][CH3:19])[CH:12]=[CH:11][CH:10]=2)=[CH:7][CH:8]=1, predict the reactants needed to synthesize it. The reactants are: [F:1][C:2]([F:33])([F:32])[C:3]1[CH:8]=[CH:7][C:6]([C:9]2[N:14]=[C:13]([CH:15]([O:20][C:21]3[CH:26]=[CH:25][C:24]([CH2:27][C:28]([O:30]C)=[O:29])=[CH:23][CH:22]=3)[CH2:16][CH2:17][CH2:18][CH3:19])[CH:12]=[CH:11][CH:10]=2)=[CH:5][CH:4]=1.[OH-].[Na+]. (2) Given the product [CH3:1][O:2][C:3]1[C:12]2[C:7](=[C:8]([CH3:13])[CH:9]=[CH:10][CH:11]=2)[C:6]([C:14]([OH:16])=[O:15])=[CH:5][N:4]=1, predict the reactants needed to synthesize it. The reactants are: [CH3:1][O:2][C:3]1[C:12]2[C:7](=[C:8]([CH3:13])[CH:9]=[CH:10][CH:11]=2)[C:6]([CH:14]=[O:15])=[CH:5][N:4]=1.[O-:16]Cl=O.[Na+]. (3) Given the product [CH3:32][CH:33]1[N:34]([CH2:39][C:40]2[CH:45]=[CH:44][C:43]([C:46]3[CH:51]=[CH:50][CH:49]=[CH:48][CH:47]=3)=[CH:42][CH:41]=2)[CH2:35][CH2:36][N:37]([C:15]([O:8][CH:3]([C:4]([F:7])([F:6])[F:5])[C:2]([F:10])([F:9])[F:1])=[O:21])[CH2:38]1, predict the reactants needed to synthesize it. The reactants are: [F:1][C:2]([F:10])([F:9])[CH:3]([OH:8])[C:4]([F:7])([F:6])[F:5].ClC(Cl)(O[C:15](=[O:21])OC(Cl)(Cl)Cl)Cl.C(N(CC)C(C)C)(C)C.[CH3:32][CH:33]1[CH2:38][NH:37][CH2:36][CH2:35][N:34]1[CH2:39][C:40]1[CH:45]=[CH:44][C:43]([C:46]2[CH:51]=[CH:50][CH:49]=[CH:48][CH:47]=2)=[CH:42][CH:41]=1. (4) Given the product [Br:1][C:2]1[CH:7]=[CH:6][C:5]([N+:8]([O-:10])=[O:9])=[C:4]([NH:16][C:12]([CH3:15])([CH3:14])[CH3:13])[CH:3]=1, predict the reactants needed to synthesize it. The reactants are: [Br:1][C:2]1[CH:7]=[CH:6][C:5]([N+:8]([O-:10])=[O:9])=[C:4](F)[CH:3]=1.[C:12]([NH2:16])([CH3:15])([CH3:14])[CH3:13].